From a dataset of Reaction yield outcomes from USPTO patents with 853,638 reactions. Predict the reaction yield, written as a fraction of the theoretical maximum amount of product (1.0 means a 100% yield; for example, 0.34 means a 34% yield). (1) The reactants are [NH2:1][C:2]1[CH:3]=[CH:4][C:5](Br)=[N:6][CH:7]=1.[CH3:9][N:10]1[CH:14]=[C:13](B2OC(C)(C)C(C)(C)O2)[CH:12]=[N:11]1.C(=O)([O-])[O-].[K+].[K+]. The catalyst is C(COC)OC.O.CC(P(C(C)(C)C)C1[CH-]C=CC=1)(C)C.CC(P(C(C)(C)C)C1[CH-]C=CC=1)(C)C.[Cl-].[Cl-].[Fe+2].[Pd+2]. The product is [CH3:9][N:10]1[CH:14]=[C:13]([C:5]2[N:6]=[CH:7][C:2]([NH2:1])=[CH:3][CH:4]=2)[CH:12]=[N:11]1. The yield is 0.520. (2) The reactants are [F:1][C:2]1[CH:7]=[C:6]([CH3:8])[C:5]([N+:9]([O-:11])=[O:10])=[CH:4][C:3]=1[N+:12]([O-:14])=[O:13].CO[CH:17]([N:20]([CH3:22])[CH3:21])OC.CN(C=O)C. The yield is 0.630. The product is [F:1][C:2]1[C:3]([N+:12]([O-:14])=[O:13])=[CH:4][C:5]([N+:9]([O-:11])=[O:10])=[C:6]([CH:8]=[CH:17][N:20]([CH3:22])[CH3:21])[CH:7]=1. The catalyst is O. (3) The reactants are [NH2:1][C:2]1[N:7]=[CH:6][C:5](/[CH:8]=[CH:9]/[C:10]([N:12]([CH2:14][C:15]2[C:23]3[C:18](=[C:19]([C:24]([O:26]C)=[O:25])[CH:20]=[CH:21][CH:22]=3)[N:17]([CH3:28])[CH:16]=2)[CH3:13])=[O:11])=[CH:4][CH:3]=1.O1CCCC1.[Li+].[OH-]. The catalyst is CO.O. The product is [NH2:1][C:2]1[N:7]=[CH:6][C:5]([CH:8]=[CH:9][C:10]([N:12]([CH2:14][C:15]2[C:23]3[C:18](=[C:19]([C:24]([OH:26])=[O:25])[CH:20]=[CH:21][CH:22]=3)[N:17]([CH3:28])[CH:16]=2)[CH3:13])=[O:11])=[CH:4][CH:3]=1. The yield is 0.350. (4) The reactants are C([O:3][C:4]([CH:6]1[C:15]([CH2:16][NH:17][C@H:18]([C:26]([O:28][CH3:29])=[O:27])[CH2:19][CH:20]2[CH2:25][CH2:24][CH2:23][CH2:22][CH2:21]2)=[CH:14][C:13]2[C:8](=[CH:9][CH:10]=[CH:11][C:12]=2[Cl:30])[O:7]1)=O)C. The catalyst is C(#N)C. The product is [CH3:29][O:28][C:26](=[O:27])[C@@H:18]([N:17]1[CH2:16][C:15]2=[CH:14][C:13]3[C:12]([Cl:30])=[CH:11][CH:10]=[CH:9][C:8]=3[O:7][CH:6]2[C:4]1=[O:3])[CH2:19][CH:20]1[CH2:25][CH2:24][CH2:23][CH2:22][CH2:21]1. The yield is 0.488. (5) The product is [S:24]([C:20]1[CH:19]=[C:18]([B:14]([OH:15])[OH:13])[CH:23]=[CH:22][CH:21]=1)(=[O:26])(=[O:25])[NH2:2]. The yield is 0.940. The catalyst is C(Cl)Cl. The reactants are Cl[N:2]1C(=O)CCC1=O.CN1CC[O:15][B:14]([C:18]2[CH:19]=[C:20]([S:24]([O-:26])=[O:25])[CH:21]=[CH:22][CH:23]=2)[O:13]CC1.[Li+].[OH-].[NH4+]. (6) The reactants are Br[C:2]1[N:7]=[N:6][C:5]([NH2:8])=[N:4][C:3]=1[C:9]1[CH:14]=[CH:13][CH:12]=[CH:11][CH:10]=1.[Br:15][C:16]1[CH:17]=[C:18](B(O)O)[CH:19]=[CH:20][CH:21]=1. No catalyst specified. The product is [Br:15][C:16]1[CH:21]=[C:20]([C:2]2[N:7]=[N:6][C:5]([NH2:8])=[N:4][C:3]=2[C:9]2[CH:14]=[CH:13][CH:12]=[CH:11][CH:10]=2)[CH:19]=[CH:18][CH:17]=1. The yield is 0.520. (7) The reactants are [CH3:1][O:2][C:3]1[C:34]([O:35][CH3:36])=[CH:33][CH:32]=[CH:31][C:4]=1[CH2:5][N:6]([CH2:27][CH2:28][CH2:29][CH3:30])[C:7](=[O:26])[CH2:8][O:9][C:10]1[CH:15]=[CH:14][C:13]([CH2:16][C@H:17]([O:23][CH2:24][CH3:25])[C:18]([O:20]CC)=[O:19])=[CH:12][CH:11]=1.[Li+].[OH-].Cl. The catalyst is C(#N)C. The product is [CH2:27]([N:6]([CH2:5][C:4]1[CH:31]=[CH:32][CH:33]=[C:34]([O:35][CH3:36])[C:3]=1[O:2][CH3:1])[C:7](=[O:26])[CH2:8][O:9][C:10]1[CH:11]=[CH:12][C:13]([CH2:16][C@H:17]([O:23][CH2:24][CH3:25])[C:18]([OH:20])=[O:19])=[CH:14][CH:15]=1)[CH2:28][CH2:29][CH3:30]. The yield is 0.980. (8) The reactants are Br[C:2]([F:10])([F:9])[C:3]([F:8])([F:7])[CH2:4][CH2:5][OH:6].C(#N)C.C(=O)([O-])O.[Na+:18].[S:19](S([O-])=O)([O-:21])=[O:20].[Na+].[Na+]. The catalyst is O. The product is [F:9][C:2]([F:10])([S:19]([O-:21])=[O:20])[C:3]([F:8])([F:7])[CH2:4][CH2:5][OH:6].[Na+:18]. The yield is 0.770. (9) The reactants are C[O:2][C:3]1[CH:8]=[CH:7][C:6]([C:9]2([C:12]([O:14][CH3:15])=[O:13])[CH2:11][CH2:10]2)=[CH:5][CH:4]=1.CCS.[Al+3].[Cl-].[Cl-].[Cl-]. The catalyst is ClCCl. The product is [CH3:15][O:14][C:12]([C:9]1([C:6]2[CH:5]=[CH:4][C:3]([OH:2])=[CH:8][CH:7]=2)[CH2:10][CH2:11]1)=[O:13]. The yield is 0.950.